From a dataset of Reaction yield outcomes from USPTO patents with 853,638 reactions. Predict the reaction yield, written as a fraction of the theoretical maximum amount of product (1.0 means a 100% yield; for example, 0.34 means a 34% yield). (1) The reactants are [Cl:1][C:2]1[C:9]([OH:10])=[CH:8][C:5]([C:6]#[N:7])=[CH:4][N:3]=1.C(N(CC)C(C)C)(C)C.Cl[CH:21]([O:23][CH:24](C)Cl)C. The catalyst is C(Cl)Cl. The product is [Cl:1][C:2]1[C:9]([O:10][CH2:21][O:23][CH3:24])=[CH:8][C:5]([C:6]#[N:7])=[CH:4][N:3]=1. The yield is 0.500. (2) The reactants are O.[OH-].[Li+].C[O:5][C:6](=[O:36])[CH2:7][C:8]1[C:17]([CH3:18])=[C:16]([C:19]2[CH:24]=[CH:23][C:22]([S:25]([C:28]3[CH:33]=[CH:32][C:31]([Cl:34])=[CH:30][CH:29]=3)(=[O:27])=[O:26])=[CH:21][CH:20]=2)[C:15]2[C:10](=[CH:11][CH:12]=[C:13]([F:35])[CH:14]=2)[CH:9]=1. The catalyst is C1COCC1.O. The product is [Cl:34][C:31]1[CH:30]=[CH:29][C:28]([S:25]([C:22]2[CH:21]=[CH:20][C:19]([C:16]3[C:15]4[C:10](=[CH:11][CH:12]=[C:13]([F:35])[CH:14]=4)[CH:9]=[C:8]([CH2:7][C:6]([OH:36])=[O:5])[C:17]=3[CH3:18])=[CH:24][CH:23]=2)(=[O:26])=[O:27])=[CH:33][CH:32]=1. The yield is 0.980. (3) No catalyst specified. The yield is 0.558. The product is [F:12][C:13]([F:25])([F:26])[C:14]1[CH:15]=[C:16]([NH:17][C:6](=[O:8])[C:5]2[CH:9]=[CH:10][C:2]([Cl:1])=[CH:3][C:4]=2[OH:11])[CH:18]=[C:19]([C:21]([F:22])([F:24])[F:23])[CH:20]=1. The reactants are [Cl:1][C:2]1[CH:3]=[C:4]([OH:11])[C:5](=[CH:9][CH:10]=1)[C:6]([OH:8])=O.[F:12][C:13]([F:26])([F:25])[C:14]1[CH:15]=[C:16]([CH:18]=[C:19]([C:21]([F:24])([F:23])[F:22])[CH:20]=1)[NH2:17]. (4) The reactants are [C:1]([O:5][C:6](=[O:18])[NH:7][C@H:8]1[CH2:13][CH2:12][C@H:11]([CH2:14][OH:15])[C@@H:10]([O:16][CH3:17])[CH2:9]1)([CH3:4])([CH3:3])[CH3:2].[CH3:19][S:20](Cl)(=[O:22])=[O:21]. The catalyst is ClCCl. The product is [CH3:19][S:20]([O:15][CH2:14][C@H:11]1[CH2:12][CH2:13][C@H:8]([NH:7][C:6]([O:5][C:1]([CH3:4])([CH3:3])[CH3:2])=[O:18])[CH2:9][C@@H:10]1[O:16][CH3:17])(=[O:22])=[O:21]. The yield is 0.920. (5) The reactants are [C:1](Cl)(=[O:8])[C:2]1[CH:7]=[CH:6][CH:5]=[CH:4][CH:3]=1.[O:10]1[CH:14]=[CH:13][CH:12]=[C:11]1[C:15]([O:17][CH3:18])=[O:16].O. The catalyst is C(Cl)(Cl)(Cl)Cl. The product is [C:2]1([C:1]([C:14]2[O:10][C:11]([C:15]([O:17][CH3:18])=[O:16])=[CH:12][CH:13]=2)=[O:8])[CH:7]=[CH:6][CH:5]=[CH:4][CH:3]=1. The yield is 0.650. (6) The reactants are [Li+].CC([N-]C(C)C)C.[Li]CCCC.C(NC(C)C)(C)C.[NH:21]([C:28]1[N:29]([C:40]2[CH:45]=[CH:44][CH:43]=[CH:42][CH:41]=2)[C:30]2[C:35]([C:36](=[O:38])[CH:37]=1)=[C:34]([CH3:39])[CH:33]=[CH:32][N:31]=2)[C:22]1[CH:27]=[CH:26][CH:25]=[CH:24][CH:23]=1.C1C[O:49]CC1. No catalyst specified. The product is [NH:21]([C:28]1[N:29]([C:40]2[CH:41]=[CH:42][CH:43]=[CH:44][CH:45]=2)[C:30]2[C:35]([C:36](=[O:38])[CH:37]=1)=[C:34]([CH2:39][OH:49])[CH:33]=[CH:32][N:31]=2)[C:22]1[CH:23]=[CH:24][CH:25]=[CH:26][CH:27]=1. The yield is 0.530. (7) The reactants are [F:1][C:2]1[CH:7]=[CH:6][C:5]([NH:8][C:9]2[O:13][C:12]([C:14]([NH:16][C:17]3[CH:22]=[CH:21][C:20]([S:23]([CH:26]4[CH2:31][CH2:30][CH:29]([C:32]([O:34]C)=[O:33])[CH2:28][CH2:27]4)(=[O:25])=[O:24])=[CH:19][CH:18]=3)=[O:15])=[N:11][N:10]=2)=[CH:4][CH:3]=1.C1COCC1.[OH-].[Li+].C(O)(=O)CC(CC(O)=O)(C(O)=O)O. The catalyst is O.CO. The product is [F:1][C:2]1[CH:7]=[CH:6][C:5]([NH:8][C:9]2[O:13][C:12]([C:14]([NH:16][C:17]3[CH:18]=[CH:19][C:20]([S:23]([CH:26]4[CH2:27][CH2:28][CH:29]([C:32]([OH:34])=[O:33])[CH2:30][CH2:31]4)(=[O:25])=[O:24])=[CH:21][CH:22]=3)=[O:15])=[N:11][N:10]=2)=[CH:4][CH:3]=1. The yield is 0.640. (8) The reactants are [C:1]1([S:7][C:8]2[CH:13]=[CH:12][C:11]([CH2:14][CH2:15][OH:16])=[CH:10][CH:9]=2)[CH:6]=[CH:5][CH:4]=[CH:3][CH:2]=1.[C:17]1(P(C2C=CC=CC=2)C2C=CC=CC=2)C=CC=C[CH:18]=1.N(C(N1CCCCC1)=O)=NC(N1CCCCC1)=O.[CH2:54]([O:56][C@@H:57]([CH2:61][C:62]1[CH:67]=[CH:66][C:65](O)=[CH:64][CH:63]=1)[C:58]([OH:60])=[O:59])[CH3:55]. The catalyst is ClCCl. The product is [CH2:17]([O:60][C:58](=[O:59])[C@@H:57]([O:56][CH2:54][CH3:55])[CH2:61][C:62]1[CH:67]=[CH:66][C:65]([O:16][CH2:15][CH2:14][C:11]2[CH:12]=[CH:13][C:8]([S:7][C:1]3[CH:2]=[CH:3][CH:4]=[CH:5][CH:6]=3)=[CH:9][CH:10]=2)=[CH:64][CH:63]=1)[CH3:18]. The yield is 0.470. (9) The reactants are BrN1C(=O)CCC1=O.[N:9]1[CH:14]=[C:13]([CH3:15])[CH:12]=[C:11]([CH3:16])[CH:10]=1.[OH:17][C:18]1[CH:19]=[C:20]([C:24]([NH2:26])=[O:25])[CH:21]=[CH:22][CH:23]=1.C([O-])([O-])=O.[K+].[K+]. The catalyst is C(Cl)(Cl)(Cl)Cl.CN(C=O)C.C(Cl)Cl. The product is [CH3:15][C:13]1[CH:12]=[C:11]([CH2:16][O:17][C:18]2[CH:19]=[C:20]([C:24]([NH2:26])=[O:25])[CH:21]=[CH:22][CH:23]=2)[CH:10]=[N:9][CH:14]=1. The yield is 0.0720. (10) The reactants are [Cl:1][C:2]1[CH:7]=[CH:6][CH:5]=[C:4]([Cl:8])[C:3]=1[CH2:9][S:10]([C:13]1[CH:14]=[C:15]2[C:19](=[CH:20][CH:21]=1)[NH:18][C:17](=[O:22])/[C:16]/2=[CH:23]\[C:24]1[NH:28][C:27]([CH3:29])=[C:26]([C:30]([OH:32])=O)[C:25]=1[CH3:33])(=[O:12])=[O:11].[F:34][C:35]([F:41])([F:40])[CH2:36][NH:37][CH2:38]N.C1C=CC2N(O)N=[N:48][C:46]=2C=1.CCN=C=NCCCN(C)C. The catalyst is CN(C=O)C. The product is [F:34][C:35]([F:41])([F:40])[CH2:36][NH:37][CH2:38][CH2:46][NH:48][C:30]([C:26]1[C:25]([CH3:33])=[C:24](/[CH:23]=[C:16]2\[C:17](=[O:22])[NH:18][C:19]3[C:15]\2=[CH:14][C:13]([S:10]([CH2:9][C:3]2[C:2]([Cl:1])=[CH:7][CH:6]=[CH:5][C:4]=2[Cl:8])(=[O:11])=[O:12])=[CH:21][CH:20]=3)[NH:28][C:27]=1[CH3:29])=[O:32]. The yield is 0.690.